Predict which catalyst facilitates the given reaction. From a dataset of Catalyst prediction with 721,799 reactions and 888 catalyst types from USPTO. (1) Reactant: [F:1][C:2]([F:17])([F:16])[C:3]([NH:5][CH2:6][CH2:7][C:8]1[CH:13]=[CH:12][C:11]([O:14][CH3:15])=[CH:10][CH:9]=1)=[O:4].[Cl:18][S:19](O)(=[O:21])=[O:20]. Product: [CH3:15][O:14][C:11]1[CH:12]=[CH:13][C:8]([CH2:7][CH2:6][NH:5][C:3](=[O:4])[C:2]([F:16])([F:17])[F:1])=[CH:9][C:10]=1[S:19]([Cl:18])(=[O:21])=[O:20]. The catalyst class is: 22. (2) Reactant: Cl.Cl[C:3]1[N:8]=[CH:7][N:6]=[C:5]([NH:9][C:10]2[CH:15]=[CH:14][CH:13]=[CH:12][CH:11]=2)[CH:4]=1.[CH2:16]([CH2:18][NH2:19])[OH:17].CCN(C(C)C)C(C)C. Product: [C:10]1([NH:9][C:5]2[N:6]=[CH:7][N:8]=[C:3]([NH:19][CH2:18][CH2:16][OH:17])[CH:4]=2)[CH:15]=[CH:14][CH:13]=[CH:12][CH:11]=1. The catalyst class is: 114. (3) Reactant: CC(C[AlH]CC(C)C)C.C[O:11][C:12](=O)[C:13]1[CH:18]=[CH:17][CH:16]=[C:15]([O:19][CH:20]([C:24]2[CH:25]=[N:26][C:27]([C:33]3[C:38]([CH2:39][CH3:40])=[CH:37][CH:36]=[CH:35][C:34]=3[CH2:41][CH3:42])=[CH:28][C:29]=2[O:30][CH2:31][CH3:32])[CH2:21][CH2:22][CH3:23])[CH:14]=1.[O-]S([O-])(=O)=O.[Na+].[Na+].O. Product: [CH2:41]([C:34]1[CH:35]=[CH:36][CH:37]=[C:38]([CH2:39][CH3:40])[C:33]=1[C:27]1[N:26]=[CH:25][C:24]([CH:20]([O:19][C:15]2[CH:14]=[C:13]([CH2:12][OH:11])[CH:18]=[CH:17][CH:16]=2)[CH2:21][CH2:22][CH3:23])=[C:29]([O:30][CH2:31][CH3:32])[CH:28]=1)[CH3:42]. The catalyst class is: 116. (4) Reactant: [CH3:1][N:2]1[C:10]2[CH2:9][CH2:8][CH2:7][CH:6]([C:11]([OH:13])=O)[C:5]=2[CH:4]=[N:3]1.Cl.[Cl:15][C:16]1[C:17]([CH2:22][NH2:23])=[N:18][CH:19]=[CH:20][N:21]=1.CN(C(ON1N=NC2C=CC=NC1=2)=[N+](C)C)C.F[P-](F)(F)(F)(F)F.O. Product: [Cl:15][C:16]1[C:17]([CH2:22][NH:23][C:11]([CH:6]2[CH2:7][CH2:8][CH2:9][C:10]3[N:2]([CH3:1])[N:3]=[CH:4][C:5]2=3)=[O:13])=[N:18][CH:19]=[CH:20][N:21]=1. The catalyst class is: 2. (5) Reactant: Cl.[NH2:2][CH2:3][C:4](=[O:6])[CH3:5].C(N(CC)CC)C.[Cl:14][C:15]1[CH:20]=[CH:19][N:18]=[C:17]2[CH:21]=[C:22]([C:24](Cl)=[O:25])[S:23][C:16]=12. Product: [O:6]=[C:4]([CH3:5])[CH2:3][NH:2][C:24]([C:22]1[S:23][C:16]2[C:17](=[N:18][CH:19]=[CH:20][C:15]=2[Cl:14])[CH:21]=1)=[O:25]. The catalyst class is: 4. (6) Reactant: [ClH:1].[NH2:2][C:3]1[CH:4]=[CH:5][C:6]([CH3:49])=[C:7]([C:9]2[CH:14]=[CH:13][CH:12]=[C:11]([CH2:15][C@H:16]([NH:31][C:32]([C@H:34]3[CH2:39][CH2:38][C@H:37]([CH2:40][NH:41]C(=O)OC(C)(C)C)[CH2:36][CH2:35]3)=[O:33])[C:17](=[O:30])[NH:18][C:19]3[CH:24]=[CH:23][C:22]([C:25]4[NH:29][N:28]=[N:27][N:26]=4)=[CH:21][CH:20]=3)[CH:10]=2)[CH:8]=1.C(#N)C. Product: [ClH:1].[NH2:41][CH2:40][C@H:37]1[CH2:38][CH2:39][C@H:34]([C:32]([NH:31][C@@H:16]([CH2:15][C:11]2[CH:10]=[C:9]([C:7]3[CH:8]=[C:3]([NH2:2])[CH:4]=[CH:5][C:6]=3[CH3:49])[CH:14]=[CH:13][CH:12]=2)[C:17](=[O:30])[NH:18][C:19]2[CH:24]=[CH:23][C:22]([C:25]3[NH:29][N:28]=[N:27][N:26]=3)=[CH:21][CH:20]=2)=[O:33])[CH2:35][CH2:36]1. The catalyst class is: 346. (7) Reactant: [H-].[Na+].O1CCCC1.[OH:8][CH2:9][C:10]1[N:14]([CH3:15])[N:13]=[CH:12][C:11]=1[C:16]1[O:20][N:19]=[C:18]([C:21]2[CH:22]=[C:23]([S:27]([NH2:30])(=[O:29])=[O:28])[CH:24]=[CH:25][CH:26]=2)[N:17]=1.[Cl:31][C:32]1[N:37]=[C:36](Cl)[CH:35]=[CH:34][N:33]=1. Product: [Cl:31][C:32]1[N:37]=[C:36]([O:8][CH2:9][C:10]2[N:14]([CH3:15])[N:13]=[CH:12][C:11]=2[C:16]2[O:20][N:19]=[C:18]([C:21]3[CH:22]=[C:23]([S:27]([NH2:30])(=[O:28])=[O:29])[CH:24]=[CH:25][CH:26]=3)[N:17]=2)[CH:35]=[CH:34][N:33]=1. The catalyst class is: 6.